The task is: Predict the reactants needed to synthesize the given product.. This data is from Full USPTO retrosynthesis dataset with 1.9M reactions from patents (1976-2016). (1) Given the product [Cl:8][C:9]1[CH:10]=[C:11]([CH2:15][CH:16]([NH:23][C:5]([NH:4][CH2:3][CH:2]([Cl:1])[CH3:7])=[O:6])[C:17]2[CH:18]=[CH:19][CH:20]=[CH:21][CH:22]=2)[CH:12]=[CH:13][CH:14]=1, predict the reactants needed to synthesize it. The reactants are: [Cl:1][CH:2]([CH3:7])[CH2:3][N:4]=[C:5]=[O:6].[Cl:8][C:9]1[CH:10]=[C:11]([CH2:15][CH:16]([NH2:23])[C:17]2[CH:22]=[CH:21][CH:20]=[CH:19][CH:18]=2)[CH:12]=[CH:13][CH:14]=1. (2) Given the product [C:116]([NH2:118])(=[O:117])[C:114]1[CH:113]=[CH:112][CH:111]=[N:110][CH:115]=1, predict the reactants needed to synthesize it. The reactants are: N[C@H](C(O)=O)CC1C2C(=CC=CC=2)NC=1.CC(O[C@H]1C(O)O[C@H](COP(OP(OC[C@H]2O[C@@H](N3C4N=CN=C(N)C=4N=C3)[C@H](O)[C@@H]2O)(O)=O)(O)=O)[C@H]1O)=O.C1N(CCO)CCN(CCS(O)(=O)=O)C1.[Na+].[Cl-].C(S)[C@@H](O)[C@H](O)CS.C1N=C(N)C2N=CN([C@@H]3O[C@H](COP(OP(OC[C@H]4O[C@@H]([N:110]5[CH:115]=[C:114]([C:116]([NH2:118])=[O:117])[CH2:113][CH:112]=[CH:111]5)[C@H](O)[C@@H]4O)(O)=O)(O)=O)[C@@H](O)[C@H]3O)C=2N=1. (3) Given the product [Cl:1][C:2]1[C:7]([C:8]#[N:9])=[CH:6][C:5]([C:10]2[C:19]3[C:14](=[CH:15][C:16]([S:20]([NH:42][C:41]4[S:37][N:38]=[CH:39][N:40]=4)(=[O:23])=[O:22])=[CH:17][CH:18]=3)[CH:13]=[CH:12][N:11]=2)=[C:4]([O:35][CH3:36])[CH:3]=1, predict the reactants needed to synthesize it. The reactants are: [Cl:1][C:2]1[C:7]([C:8]#[N:9])=[CH:6][C:5]([C:10]2[C:19]3[C:14](=[CH:15][C:16]([S:20]([O:23]C4C(F)=C(F)C(F)=C(F)C=4F)(=[O:22])=O)=[CH:17][CH:18]=3)[CH:13]=[CH:12][N:11]=2)=[C:4]([O:35][CH3:36])[CH:3]=1.[S:37]1[C:41]([NH2:42])=[N:40][CH:39]=[N:38]1.C(=O)([O-])[O-].[Cs+].[Cs+].C(#N)C. (4) The reactants are: [N+:1]([C:4]1[CH:5]=[C:6]([OH:10])[CH:7]=[CH:8][CH:9]=1)([O-:3])=[O:2].P([O-])([O-])([O-])=O.[K+].[K+].[K+].C(P(C(C)(C)C)C1C=CC=CC=1C1C(C(C)C)=CC(C(C)C)=CC=1C(C)C)(C)(C)C.[C:49]([NH:57][C:58]1[CH:70]=[C:69](Br)[CH:68]=[CH:67][C:59]=1[C:60]([O:62][C:63]([CH3:66])([CH3:65])[CH3:64])=[O:61])(=[O:56])[C:50]1[CH:55]=[CH:54][CH:53]=[CH:52][CH:51]=1.C(O)(=O)CC(CC(O)=O)(C(O)=O)O. Given the product [C:49]([NH:57][C:58]1[CH:70]=[C:69]([O:10][C:6]2[CH:7]=[CH:8][CH:9]=[C:4]([N+:1]([O-:3])=[O:2])[CH:5]=2)[CH:68]=[CH:67][C:59]=1[C:60]([O:62][C:63]([CH3:65])([CH3:66])[CH3:64])=[O:61])(=[O:56])[C:50]1[CH:51]=[CH:52][CH:53]=[CH:54][CH:55]=1, predict the reactants needed to synthesize it. (5) Given the product [CH2:1]=[CH:2][N:58]1[C:45]2[C:46](=[CH:47][CH:48]=[CH:43][CH:44]=2)[C:56]2[C:57]1=[CH:52][CH:53]=[CH:54][CH:55]=2, predict the reactants needed to synthesize it. The reactants are: [CH:1]1C=C([O-])C2N=CC=CC=2[CH:2]=1.C1C=C([O-])C2N=CC=CC=2C=1.C1C=C([O-])C2N=CC=CC=2C=1.[Al+3].C1C=C2C([C:43]3[C:48](NC2=CC=1)=[CH:47][C:46]1C([C:52]2[C:57]([NH:58][C:45]=1[CH:44]=3)=[CH:56][CH:55]=[CH:54][CH:53]=2)=O)=O. (6) Given the product [F:1][C:2]1[CH:3]=[CH:4][C:5]([NH:8][NH:9][C:17]([C@@H:12]2[CH2:13][CH2:14][CH2:15][CH2:16][N:11]2[CH3:10])=[O:18])=[N:6][CH:7]=1, predict the reactants needed to synthesize it. The reactants are: [F:1][C:2]1[CH:3]=[CH:4][C:5]([NH:8][NH2:9])=[N:6][CH:7]=1.[CH3:10][N:11]1[CH2:16][CH2:15][CH2:14][CH2:13][C@H:12]1[C:17](O)=[O:18].C(Cl)CCl.C1C=CC2N(O)N=NC=2C=1.O.N.